This data is from Full USPTO retrosynthesis dataset with 1.9M reactions from patents (1976-2016). The task is: Predict the reactants needed to synthesize the given product. (1) Given the product [NH2:4][C:5]1[C:17]([F:18])=[C:16]2[C:8]([C:9]3[C:14]([CH2:19][CH2:20][CH2:21][CH3:22])([CH2:15]2)[CH2:13][CH2:12][C:11](=[O:23])[C:10]=3[C:24]([F:27])([F:25])[F:26])=[CH:7][C:6]=1[F:28], predict the reactants needed to synthesize it. The reactants are: C([NH:4][C:5]1[C:17]([F:18])=[C:16]2[C:8]([C:9]3[C:14]([CH2:19][CH2:20][CH2:21][CH3:22])([CH2:15]2)[CH2:13][CH2:12][C:11](=[O:23])[C:10]=3[C:24]([F:27])([F:26])[F:25])=[CH:7][C:6]=1[F:28])(=O)C.C(O)(=O)C.Cl.C([O-])([O-])=O.[Na+].[Na+]. (2) Given the product [CH3:24][C:25]1[CH:26]=[C:27]([CH:28]=[CH2:4])[CH:30]=[CH:31][C:32]=1[N+:33]([O-:35])=[O:34], predict the reactants needed to synthesize it. The reactants are: [H-].[Na+].[I-].[CH3:4][P+](C1C=CC=CC=1)(C1C=CC=CC=1)C1C=CC=CC=1.[CH3:24][C:25]1[CH:26]=[C:27]([CH:30]=[CH:31][C:32]=1[N+:33]([O-:35])=[O:34])[CH:28]=O. (3) The reactants are: [C:1]([O:9][C@H:10]1[C@@H:14]([O:15][CH3:16])[C@H:13]([N:17]2[CH:25]=[N:24][C:23]3[C:18]2=[N:19][CH:20]=[N:21][C:22]=3[NH:26][C:27](=[O:34])[C:28]2[CH:33]=[CH:32][CH:31]=[CH:30][CH:29]=2)[O:12][C@@H:11]1/[CH:35]=[CH:36]/[P:37]([O:43]C(C)C)([O:39]C(C)C)=[O:38])(=[O:8])[C:2]1[CH:7]=[CH:6][CH:5]=[CH:4][CH:3]=1.C(NC1NC(=O)C2N=CN(C3OC(C=CP(O)(O)=O)C(OC(=O)C4C=CC=CC=4)C3OC)C=2N=1)(=O)C(C)C. Given the product [C:27]([NH:26][C:22]1[N:21]=[CH:20][N:19]=[C:18]2[C:23]=1[N:24]=[CH:25][N:17]2[C@@H:13]1[O:12][C@H:11](/[CH:35]=[CH:36]/[P:37](=[O:38])([OH:39])[OH:43])[C@@H:10]([O:9][C:1](=[O:8])[C:2]2[CH:3]=[CH:4][CH:5]=[CH:6][CH:7]=2)[C@H:14]1[O:15][CH3:16])(=[O:34])[C:28]1[CH:29]=[CH:30][CH:31]=[CH:32][CH:33]=1, predict the reactants needed to synthesize it.